Dataset: Catalyst prediction with 721,799 reactions and 888 catalyst types from USPTO. Task: Predict which catalyst facilitates the given reaction. Reactant: [OH:1][CH2:2][C:3]1[O:7][C:6]([CH:8]=O)=[CH:5][CH:4]=1.C1(P(C2C=CC=CC=2)C2C=CC=CC=2)C=CC=CC=1.[Br:29]N1C(=O)CCC1=O. Product: [Br:29][CH2:8][C:6]1[O:7][C:3]([CH:2]=[O:1])=[CH:4][CH:5]=1. The catalyst class is: 4.